From a dataset of Peptide-MHC class II binding affinity with 134,281 pairs from IEDB. Regression. Given a peptide amino acid sequence and an MHC pseudo amino acid sequence, predict their binding affinity value. This is MHC class II binding data. (1) The peptide sequence is NALSVLDKIYTSPLC. The MHC is DRB1_1302 with pseudo-sequence DRB1_1302. The binding affinity (normalized) is 0.466. (2) The peptide sequence is APEVKYTVFETALKK. The MHC is HLA-DQA10501-DQB10201 with pseudo-sequence HLA-DQA10501-DQB10201. The binding affinity (normalized) is 0.298. (3) The peptide sequence is NFRFLTEKGMKNVFD. The MHC is DRB1_1201 with pseudo-sequence DRB1_1201. The binding affinity (normalized) is 0.353. (4) The peptide sequence is GDVFVIREPFISCSH. The MHC is DRB1_1302 with pseudo-sequence DRB1_1302. The binding affinity (normalized) is 0.242. (5) The peptide sequence is IRALVGDEVELPCRI. The MHC is DRB1_0401 with pseudo-sequence DRB1_0401. The binding affinity (normalized) is 0.470. (6) The peptide sequence is LRLGKEFIRCLALPF. The MHC is DRB1_0901 with pseudo-sequence DRB1_0901. The binding affinity (normalized) is 0.661. (7) The peptide sequence is AFKVAATAANAAPAQ. The binding affinity (normalized) is 0.849. The MHC is HLA-DPA10103-DPB10301 with pseudo-sequence HLA-DPA10103-DPB10301. (8) The peptide sequence is DICFDGEEETSFFKS. The MHC is DRB1_0101 with pseudo-sequence DRB1_0101. The binding affinity (normalized) is 0.131.